From a dataset of Full USPTO retrosynthesis dataset with 1.9M reactions from patents (1976-2016). Predict the reactants needed to synthesize the given product. (1) Given the product [CH3:17][C:18]1[O:1][N:2]=[C:3]([CH2:4][C:5]2[CH:6]=[CH:7][C:8]([N+:11]([O-:13])=[O:12])=[CH:9][CH:10]=2)[N:14]=1, predict the reactants needed to synthesize it. The reactants are: [OH:1][N:2]=[C:3]([NH2:14])[CH2:4][C:5]1[CH:10]=[CH:9][C:8]([N+:11]([O-:13])=[O:12])=[CH:7][CH:6]=1.CN(C)[C:17](=O)[CH3:18].C(Cl)(=O)C. (2) The reactants are: F[P-](F)(F)(F)(F)F.Br[P+](N1CCCC1)(N1CCCC1)N1CCCC1.C1(C(C2C=CC=CC=2)(C2C=CC=CC=2)[N:32]2[CH:36]=[C:35]([CH2:37][O:38][CH:39]3[CH2:44][CH2:43][NH:42][CH2:41][CH2:40]3)[N:34]=[CH:33]2)C=CC=CC=1.[C:57]1([CH:63]([CH3:68])[CH2:64][C:65](O)=[O:66])[CH:62]=[CH:61][CH:60]=[CH:59][CH:58]=1.CCN(C(C)C)C(C)C. Given the product [NH:32]1[CH:36]=[C:35]([CH2:37][O:38][CH:39]2[CH2:40][CH2:41][N:42]([C:65](=[O:66])[CH2:64][CH:63]([C:57]3[CH:62]=[CH:61][CH:60]=[CH:59][CH:58]=3)[CH3:68])[CH2:43][CH2:44]2)[N:34]=[CH:33]1, predict the reactants needed to synthesize it.